From a dataset of Catalyst prediction with 721,799 reactions and 888 catalyst types from USPTO. Predict which catalyst facilitates the given reaction. (1) Reactant: Cl.[F:2][C:3]1[CH:8]=[CH:7][C:6](CN)=[C:5]([N:11]2[CH:15]=[N:14][CH:13]=[N:12]2)[CH:4]=1.FC1C=CC([C:21]#[N:22])=C(N2C=NC=N2)C=1.Cl. Product: [N:11]1([C:5]2[CH:6]=[CH:7][C:8]([C:21]#[N:22])=[C:3]([F:2])[CH:4]=2)[CH:15]=[N:14][CH:13]=[N:12]1. The catalyst class is: 29. (2) Reactant: [OH:1][CH2:2][CH:3]1[CH2:8][CH2:7][N:6]([C:9]([O:11][C:12]([CH3:15])([CH3:14])[CH3:13])=[O:10])[CH2:5][CH2:4]1.C1(P(C2C=CC=CC=2)C2C=CC=CC=2)C=CC=CC=1.N(C(OC(C)C)=O)=NC(OC(C)C)=O.[CH2:49]([O:56][C:57]1[CH:81]=[CH:80][C:79](O)=[CH:78][C:58]=1[C:59]([NH:61][C:62]1[CH:71]=[C:70]([C:72]2[CH:77]=[CH:76][CH:75]=[CH:74][CH:73]=2)[CH:69]=[CH:68][C:63]=1[C:64]([O:66][CH3:67])=[O:65])=[O:60])[C:50]1[CH:55]=[CH:54][CH:53]=[CH:52][CH:51]=1. Product: [CH2:49]([O:56][C:57]1[CH:81]=[CH:80][C:79]([O:1][CH2:2][CH:3]2[CH2:8][CH2:7][N:6]([C:9]([O:11][C:12]([CH3:15])([CH3:14])[CH3:13])=[O:10])[CH2:5][CH2:4]2)=[CH:78][C:58]=1[C:59]([NH:61][C:62]1[CH:71]=[C:70]([C:72]2[CH:73]=[CH:74][CH:75]=[CH:76][CH:77]=2)[CH:69]=[CH:68][C:63]=1[C:64]([O:66][CH3:67])=[O:65])=[O:60])[C:50]1[CH:51]=[CH:52][CH:53]=[CH:54][CH:55]=1. The catalyst class is: 7.